This data is from Peptide-MHC class II binding affinity with 134,281 pairs from IEDB. The task is: Regression. Given a peptide amino acid sequence and an MHC pseudo amino acid sequence, predict their binding affinity value. This is MHC class II binding data. The peptide sequence is EKKYFAPTQFEPLAA. The MHC is DRB1_1001 with pseudo-sequence DRB1_1001. The binding affinity (normalized) is 0.608.